This data is from Reaction yield outcomes from USPTO patents with 853,638 reactions. The task is: Predict the reaction yield, written as a fraction of the theoretical maximum amount of product (1.0 means a 100% yield; for example, 0.34 means a 34% yield). (1) The reactants are [CH3:1][O:2][C:3]1[CH:17]=[C:16]([O:18][CH3:19])[CH:15]=[CH:14][C:4]=1[CH2:5][NH:6][C:7](=[O:13])[O:8][C:9]([CH3:12])([CH3:11])[CH3:10].C([Li])CCC.Cl[CH2:26][O:27][CH3:28]. The catalyst is C1COCC1. The product is [CH3:1][O:2][C:3]1[CH:17]=[C:16]([O:18][CH3:19])[CH:15]=[CH:14][C:4]=1[CH2:5][N:6]([CH2:26][O:27][CH3:28])[C:7](=[O:13])[O:8][C:9]([CH3:12])([CH3:11])[CH3:10]. The yield is 1.04. (2) The reactants are [CH2:1]([C:3]1[CH:8]=[CH:7][CH:6]=[C:5]([CH2:9][CH3:10])[C:4]=1[NH:11][C:12]([C:14]1[C:15]2[CH2:23][CH2:22][CH2:21][CH2:20][C:19](=[O:24])[C:16]=2[NH:17][N:18]=1)=[O:13])[CH3:2].[CH3:25]N(C=O)C.CI. The catalyst is CCOC(C)=O. The product is [CH2:1]([C:3]1[CH:8]=[CH:7][CH:6]=[C:5]([CH2:9][CH3:10])[C:4]=1[NH:11][C:12]([C:14]1[C:15]2[CH2:23][CH2:22][CH2:21][CH2:20][C:19](=[O:24])[C:16]=2[N:17]([CH3:25])[N:18]=1)=[O:13])[CH3:2]. The yield is 0.910. (3) The reactants are Cl[CH2:2][CH2:3][NH:4][C:5]([NH:7][CH:8]1[CH2:13][CH2:12][O:11][C:10]([CH3:15])([CH3:14])[CH2:9]1)=[O:6].[H-].[Na+]. The catalyst is C1COCC1. The product is [CH3:14][C:10]1([CH3:15])[CH2:9][CH:8]([N:7]2[CH2:2][CH2:3][NH:4][C:5]2=[O:6])[CH2:13][CH2:12][O:11]1. The yield is 0.260. (4) The reactants are C([O:3][C:4](=[O:17])[CH2:5][C@@H:6]([NH:13]C(=O)C)[C@H:7]([CH3:12])[C@H:8]([CH3:11])[CH2:9][CH3:10])C.[ClH:18]. No catalyst specified. The product is [ClH:18].[NH2:13][C@@H:6]([C@H:7]([CH3:12])[C@H:8]([CH3:11])[CH2:9][CH3:10])[CH2:5][C:4]([OH:17])=[O:3]. The yield is 0.890. (5) The reactants are [CH2:1]([O:3][C:4](=[O:32])[CH2:5][NH:6][CH2:7][C:8]1[CH:13]=[CH:12][CH:11]=[C:10]([O:14][CH2:15][C:16]2[N:17]=[C:18]([C:22]3[CH:27]=[CH:26][C:25]([C:28]([F:31])([F:30])[F:29])=[CH:24][CH:23]=3)[O:19][C:20]=2[CH3:21])[CH:9]=1)[CH3:2].[CH2:33]([N:35]([S:43](Cl)(=[O:45])=[O:44])[C:36]1[CH:37]=[C:38]([CH3:42])[CH:39]=[CH:40][CH:41]=1)[CH3:34].C(N(CC)CC)C. No catalyst specified. The product is [CH2:1]([O:3][C:4](=[O:32])[CH2:5][N:6]([S:43]([N:35]([CH2:33][CH3:34])[C:36]1[CH:37]=[C:38]([CH3:42])[CH:39]=[CH:40][CH:41]=1)(=[O:44])=[O:45])[CH2:7][C:8]1[CH:13]=[CH:12][CH:11]=[C:10]([O:14][CH2:15][C:16]2[N:17]=[C:18]([C:22]3[CH:23]=[CH:24][C:25]([C:28]([F:31])([F:30])[F:29])=[CH:26][CH:27]=3)[O:19][C:20]=2[CH3:21])[CH:9]=1)[CH3:2]. The yield is 0.480. (6) The reactants are C(O)(=O)C.C(O)(=O)C.[NH2:9][CH2:10][CH2:11][CH2:12][CH2:13][C:14]1[CH:42]=[CH:41][C:17]([O:18][CH2:19][CH2:20][N:21]([CH2:35][CH2:36][CH2:37][CH2:38][CH2:39][CH3:40])[CH2:22][C@H:23]([OH:34])[C@H:24]([C@H:26]2[C@H:31]([OH:32])[CH2:30][O:29][CH:28]([CH3:33])[O:27]2)[OH:25])=[CH:16][CH:15]=1.I.[NH2:44][C:45]1[C:46]([C:53]([NH:55][C:56](SC)=[NH:57])=[O:54])=[N:47][C:48]([Cl:52])=[C:49]([NH2:51])[N:50]=1.CCN(C(C)C)C(C)C. The catalyst is CCO. The product is [NH2:44][C:45]1[C:46]([C:53]([NH:55][C:56](=[NH:57])[NH:9][CH2:10][CH2:11][CH2:12][CH2:13][C:14]2[CH:15]=[CH:16][C:17]([O:18][CH2:19][CH2:20][N:21]([CH2:22][C@H:23]([OH:34])[C@@H:24]([OH:25])[C@H:26]3[C@H:31]([OH:32])[CH2:30][O:29][CH:28]([CH3:33])[O:27]3)[CH2:35][CH2:36][CH2:37][CH2:38][CH2:39][CH3:40])=[CH:41][CH:42]=2)=[O:54])=[N:47][C:48]([Cl:52])=[C:49]([NH2:51])[N:50]=1. The yield is 0.650. (7) The reactants are [CH3:1][N:2]1[C:10]2[N:9]=[C:8]([O:11][C:12]3[CH:17]=[CH:16][CH:15]=[C:14]([O:18][C:19]([F:22])([F:21])[F:20])[CH:13]=3)[N:7](COCC[Si](C)(C)C)[C:6]=2[C:5](=[O:31])[N:4]([CH2:32][CH2:33][CH2:34][O:35]C2CCCCO2)[C:3]1=[O:42].Cl. The catalyst is C(O)C. The product is [OH:35][CH2:34][CH2:33][CH2:32][N:4]1[C:5](=[O:31])[C:6]2[NH:7][C:8]([O:11][C:12]3[CH:17]=[CH:16][CH:15]=[C:14]([O:18][C:19]([F:21])([F:22])[F:20])[CH:13]=3)=[N:9][C:10]=2[N:2]([CH3:1])[C:3]1=[O:42]. The yield is 0.800.